From a dataset of Full USPTO retrosynthesis dataset with 1.9M reactions from patents (1976-2016). Predict the reactants needed to synthesize the given product. Given the product [CH2:25]([N:17]([CH2:16][C:14]1[N:15]=[C:10]2[S:9][C:8]([CH3:28])=[C:7]([CH2:6][CH2:5][C:4]([NH2:30])=[O:29])[N:11]2[C:12](=[O:27])[CH:13]=1)[C:18]1[CH:19]=[CH:20][C:21]([F:24])=[CH:22][CH:23]=1)[CH3:26], predict the reactants needed to synthesize it. The reactants are: C(O[C:4](=[O:29])[CH2:5][CH2:6][C:7]1[N:11]2[C:12](=[O:27])[CH:13]=[C:14]([CH2:16][N:17]([CH2:25][CH3:26])[C:18]3[CH:23]=[CH:22][C:21]([F:24])=[CH:20][CH:19]=3)[N:15]=[C:10]2[S:9][C:8]=1[CH3:28])C.[NH3:30].CO.